Dataset: Catalyst prediction with 721,799 reactions and 888 catalyst types from USPTO. Task: Predict which catalyst facilitates the given reaction. Reactant: [Cl:1][C:2]1[CH:7]=[CH:6][CH:5]=[CH:4][C:3]=1[CH:8]([OH:11])[C:9]#[N:10].[C:12]1([CH3:22])[CH:17]=[CH:16][C:15]([S:18](Cl)(=[O:20])=[O:19])=[CH:14][CH:13]=1.[OH-].[Na+]. Product: [CH3:22][C:12]1[CH:17]=[CH:16][C:15]([S:18]([O:11][CH:8]([C:3]2[CH:4]=[CH:5][CH:6]=[CH:7][C:2]=2[Cl:1])[C:9]#[N:10])(=[O:20])=[O:19])=[CH:14][CH:13]=1. The catalyst class is: 11.